The task is: Predict the reactants needed to synthesize the given product.. This data is from Full USPTO retrosynthesis dataset with 1.9M reactions from patents (1976-2016). Given the product [OH:25][CH2:24][CH2:26][NH:27][C:19](=[O:21])[C:18]1[CH:22]=[CH:23][C:15]([O:14][CH2:13][C:3]2[C:4]([C:7]3[CH:8]=[CH:9][CH:10]=[CH:11][CH:12]=3)=[N:5][O:6][C:2]=2[CH3:1])=[N:16][CH:17]=1, predict the reactants needed to synthesize it. The reactants are: [CH3:1][C:2]1[O:6][N:5]=[C:4]([C:7]2[CH:12]=[CH:11][CH:10]=[CH:9][CH:8]=2)[C:3]=1[CH2:13][O:14][C:15]1[CH:23]=[CH:22][C:18]([C:19]([OH:21])=O)=[CH:17][N:16]=1.[CH2:24]([CH2:26][NH2:27])[OH:25].